Dataset: Full USPTO retrosynthesis dataset with 1.9M reactions from patents (1976-2016). Task: Predict the reactants needed to synthesize the given product. (1) The reactants are: [C:1]([CH2:3][C:4]1[C:13]2[C:8](=[CH:9][C:10]([O:16][CH2:17][CH2:18][O:19][CH3:20])=[C:11]([O:14][CH3:15])[CH:12]=2)[N:7]=[CH:6][C:5]=1[C:21]#[N:22])#[N:2].[CH3:23][C:24]1[N:25]=[CH:26][NH:27][CH:28]=1. Given the product [CH3:15][O:14][C:11]1[C:10]([O:16][CH2:17][CH2:18][O:19][CH3:20])=[CH:9][C:8]2[N:7]=[CH:6][C:5]3[C:4]([C:13]=2[CH:12]=1)=[CH:3][C:1]([N:27]1[CH:28]=[C:24]([CH3:23])[N:25]=[CH:26]1)=[N:2][C:21]=3[NH2:22], predict the reactants needed to synthesize it. (2) Given the product [CH2:17]([O:16][C:13]1([C:10]2[CH:11]=[CH:12][C:7]([C:29]#[C:28][Si:25]([CH3:27])([CH3:26])[CH3:24])=[CH:8][C:9]=2[CH:19]([CH3:21])[CH3:20])[CH2:15][CH2:14]1)[CH3:18], predict the reactants needed to synthesize it. The reactants are: FC(F)(F)S(O[C:7]1[CH:12]=[CH:11][C:10]([C:13]2([O:16][CH2:17][CH3:18])[CH2:15][CH2:14]2)=[C:9]([CH:19]([CH3:21])[CH3:20])[CH:8]=1)(=O)=O.[CH3:24][Si:25]([C:28]#[CH:29])([CH3:27])[CH3:26]. (3) Given the product [C:17]([C:19]1[CH:26]=[CH:25][C:22]([CH2:23][N:11]2[C:12]3[C:8](=[CH:7][CH:6]=[CH:5][C:4]=3[F:3])[C:9]([C:13]([O:15][CH3:16])=[O:14])=[N:10]2)=[CH:21][CH:20]=1)#[N:18], predict the reactants needed to synthesize it. The reactants are: [H-].[Na+].[F:3][C:4]1[CH:5]=[CH:6][CH:7]=[C:8]2[C:12]=1[NH:11][N:10]=[C:9]2[C:13]([O:15][CH3:16])=[O:14].[C:17]([C:19]1[CH:26]=[CH:25][C:22]([CH2:23]Br)=[CH:21][CH:20]=1)#[N:18]. (4) The reactants are: FC(F)(F)C(O)=O.[CH2:8]([O:12][C:13]1[NH:14][C:15]([NH2:24])=[C:16]2[C:20]([N:21]=1)=[N:19][C:18]([O:22][CH3:23])=[N:17]2)[CH2:9][CH2:10][CH3:11].C(=O)([O-])[O-].[K+].[K+].Br[CH2:32][CH2:33][CH:34]1[CH2:38][CH2:37][CH2:36][O:35]1.O. Given the product [CH2:8]([O:12][C:13]1[N:21]=[C:20]2[C:16]([N:17]=[C:18]([O:22][CH3:23])[N:19]2[CH2:32][CH2:33][CH:34]2[CH2:38][CH2:37][CH2:36][O:35]2)=[C:15]([NH2:24])[N:14]=1)[CH2:9][CH2:10][CH3:11], predict the reactants needed to synthesize it.